This data is from Forward reaction prediction with 1.9M reactions from USPTO patents (1976-2016). The task is: Predict the product of the given reaction. (1) Given the reactants CC1C=CC(S([O:11][CH2:12][CH2:13][CH2:14][NH:15][C:16]2[C:17](=[O:33])[N:18]([C:29]([CH3:32])([CH3:31])[CH3:30])[S:19](=[O:28])(=[O:27])[C:20]=2[C:21]2[CH:26]=[CH:25][CH:24]=[CH:23][CH:22]=2)(=O)=O)=CC=1.O[C:35]1[CH:36]=[C:37]([CH:41]=[CH:42][CH:43]=1)[C:38]([OH:40])=[O:39], predict the reaction product. The product is: [C:29]([N:18]1[C:17](=[O:33])[C:16]([NH:15][CH2:14][CH2:13][CH2:12][O:11][C:35]2[CH:36]=[C:37]([CH:41]=[CH:42][CH:43]=2)[C:38]([OH:40])=[O:39])=[C:20]([C:21]2[CH:22]=[CH:23][CH:24]=[CH:25][CH:26]=2)[S:19]1(=[O:28])=[O:27])([CH3:32])([CH3:30])[CH3:31]. (2) Given the reactants [C:1]([O:5][C@@H:6]([C:11]1[C:40]([CH3:41])=[CH:39][C:38]2=[N:42][C:35]3=[CH:36][N:37]2[C:12]=1[N:13]1[CH2:48][CH2:47][C:16]([CH3:49])([O:17][CH2:18][CH:19]=[CH:20][CH2:21][C@H:22]([CH3:46])[O:23][C:24]2[CH:25]=[C:26]([F:45])[CH:27]=[C:28]([F:44])[C:29]=2[C:30]2[CH:43]=[C:34]3[CH:33]=[CH:32][CH:31]=2)[CH2:15][CH2:14]1)[C:7]([O:9]C)=[O:8])([CH3:4])([CH3:3])[CH3:2].C(O[C@@H](C1C(C)=CC2=NC3=CN2C=1N1CCC(C)(OCC=CC[C@H](C)OC2C=C(F)C=CC=2C2C=C3C=CC=2)CC1)C(O)=O)(C)(C)C, predict the reaction product. The product is: [C:1]([O:5][C@@H:6]([C:11]1[C:40]([CH3:41])=[CH:39][C:38]2=[N:42][C:35]3=[CH:36][N:37]2[C:12]=1[N:13]1[CH2:14][CH2:15][C:16]([CH3:49])([O:17][CH2:18][CH:19]=[CH:20][CH2:21][C@H:22]([CH3:46])[O:23][C:24]2[CH:25]=[C:26]([F:45])[CH:27]=[C:28]([F:44])[C:29]=2[C:30]2[CH:43]=[C:34]3[CH:33]=[CH:32][CH:31]=2)[CH2:47][CH2:48]1)[C:7]([OH:9])=[O:8])([CH3:4])([CH3:2])[CH3:3].